This data is from Forward reaction prediction with 1.9M reactions from USPTO patents (1976-2016). The task is: Predict the product of the given reaction. The product is: [CH:1]1([C:4]2[O:5][CH:8]=[C:9]([CH2:10][C:11]([O:13][CH2:14][CH3:15])=[O:12])[N:6]=2)[CH2:3][CH2:2]1. Given the reactants [CH:1]1([C:4]([NH2:6])=[O:5])[CH2:3][CH2:2]1.Cl[CH2:8][C:9](=O)[CH2:10][C:11]([O:13][CH2:14][CH3:15])=[O:12], predict the reaction product.